This data is from Full USPTO retrosynthesis dataset with 1.9M reactions from patents (1976-2016). The task is: Predict the reactants needed to synthesize the given product. (1) Given the product [F:15][C:16]([F:32])([F:31])[CH:17]1[CH2:22][CH2:21][C:20]([C:23]2[N:28]=[CH:27][N:26]=[C:25]([CH2:29][N:34]3[C:35](=[O:42])[C:36]4[C:41](=[CH:40][CH:39]=[CH:38][CH:37]=4)[C:33]3=[O:43])[CH:24]=2)=[CH:19][CH2:18]1, predict the reactants needed to synthesize it. The reactants are: CC(OC(/N=N/C(OC(C)C)=O)=O)C.[F:15][C:16]([F:32])([F:31])[CH:17]1[CH2:22][CH2:21][C:20]([C:23]2[N:28]=[CH:27][N:26]=[C:25]([CH2:29]O)[CH:24]=2)=[CH:19][CH2:18]1.[C:33]1(=[O:43])[C:41]2[C:36](=[CH:37][CH:38]=[CH:39][CH:40]=2)[C:35](=[O:42])[NH:34]1.C1C=CC(P(C2C=CC=CC=2)C2C=CC=CC=2)=CC=1. (2) Given the product [F:1][C:2]1[CH:3]=[CH:4][C:5]([CH2:6][NH:7][C:8]2[CH:9]=[C:10]([CH:22]=[O:23])[N:11]([CH2:13][C:14]3[CH:19]=[CH:18][C:17]([O:20][CH3:21])=[CH:16][CH:15]=3)[N:12]=2)=[CH:24][CH:25]=1, predict the reactants needed to synthesize it. The reactants are: [F:1][C:2]1[CH:25]=[CH:24][C:5]([CH2:6][NH:7][C:8]2[CH:9]=[C:10]([CH2:22][OH:23])[N:11]([CH2:13][C:14]3[CH:19]=[CH:18][C:17]([O:20][CH3:21])=[CH:16][CH:15]=3)[N:12]=2)=[CH:4][CH:3]=1. (3) Given the product [CH2:1]([CH:8]1[CH2:12][O:11][C:10](=[O:13])[N:9]1[C:14](=[O:19])[CH:15]([CH2:31][C:24]1[C:25]2[C:30](=[CH:29][CH:28]=[CH:27][CH:26]=2)[C:21]([Br:20])=[CH:22][CH:23]=1)[CH2:16][CH:17]=[CH2:18])[C:2]1[CH:3]=[CH:4][CH:5]=[CH:6][CH:7]=1, predict the reactants needed to synthesize it. The reactants are: [CH2:1]([C@@H:8]1[CH2:12][O:11][C:10](=[O:13])[N:9]1[C:14](=[O:19])[CH2:15][CH2:16][CH:17]=[CH2:18])[C:2]1[CH:7]=[CH:6][CH:5]=[CH:4][CH:3]=1.[Br:20][C:21]1[C:30]2[C:25](=[CH:26][CH:27]=[CH:28][CH:29]=2)[C:24]([CH2:31]Br)=[CH:23][CH:22]=1. (4) The reactants are: [CH3:1][C:2]1([CH3:5])[O:4][CH2:3]1.[CH:6]1([N:9]([CH:23]2[CH2:28][CH2:27][NH:26][CH2:25][CH2:24]2)[C:10](=[O:22])[C:11]2[CH:16]=[CH:15][C:14]([C:17]3[O:21][CH:20]=[N:19][CH:18]=3)=[CH:13][CH:12]=2)[CH2:8][CH2:7]1. Given the product [CH:6]1([N:9]([CH:23]2[CH2:28][CH2:27][N:26]([CH2:3][C:2]([OH:4])([CH3:5])[CH3:1])[CH2:25][CH2:24]2)[C:10](=[O:22])[C:11]2[CH:12]=[CH:13][C:14]([C:17]3[O:21][CH:20]=[N:19][CH:18]=3)=[CH:15][CH:16]=2)[CH2:8][CH2:7]1, predict the reactants needed to synthesize it.